Dataset: Catalyst prediction with 721,799 reactions and 888 catalyst types from USPTO. Task: Predict which catalyst facilitates the given reaction. (1) Reactant: [OH:1][C:2]1([C:15]#[C:16][Si:17]([CH3:20])([CH3:19])[CH3:18])[CH2:7][CH2:6][N:5](C(OC(C)(C)C)=O)[CH2:4][CH2:3]1.[ClH:21]. Product: [Cl-:21].[OH:1][C:2]1([C:15]#[C:16][Si:17]([CH3:18])([CH3:20])[CH3:19])[CH2:7][CH2:6][NH2+:5][CH2:4][CH2:3]1. The catalyst class is: 12. (2) Reactant: [NH2:1][CH:2]1[CH2:6][N:5]([CH:7]([CH2:11][CH3:12])[C:8]([NH2:10])=[O:9])[C:4](=[O:13])[CH2:3]1.[CH:14](OCC)(OCC)OCC.[N-:24]=[N+:25]=[N-:26].[Na+]. Product: [O:13]=[C:4]1[CH2:3][CH:2]([N:1]2[CH:14]=[N:26][N:25]=[N:24]2)[CH2:6][N:5]1[CH:7]([CH2:11][CH3:12])[C:8]([NH2:10])=[O:9]. The catalyst class is: 52. (3) Reactant: [CH:1]1([CH2:4][N:5]2[C:17]3[C:16]([C:18]([NH2:20])=[O:19])=[CH:15][C:14]([C:21]4[C:22]([CH3:27])=[N:23][O:24][C:25]=4[CH3:26])=[CH:13][C:12]=3[C:11]3[C:6]2=[CH:7][C:8]([CH2:28][OH:29])=[CH:9][CH:10]=3)[CH2:3][CH2:2]1.C1COCC1.CC(OI1(OC(C)=O)(OC(C)=O)OC(=O)C2C=CC=CC1=2)=O. Product: [CH:1]1([CH2:4][N:5]2[C:17]3[C:16]([C:18]([NH2:20])=[O:19])=[CH:15][C:14]([C:21]4[C:22]([CH3:27])=[N:23][O:24][C:25]=4[CH3:26])=[CH:13][C:12]=3[C:11]3[C:6]2=[CH:7][C:8]([CH:28]=[O:29])=[CH:9][CH:10]=3)[CH2:3][CH2:2]1. The catalyst class is: 96. (4) Reactant: [C:1]([O:5][C:6]([N:8]([CH2:21][CH:22]1[CH2:24][CH2:23]1)[C@@H:9]1[CH2:11][C@H:10]1[C:12]1[CH:13]=[C:14]([CH:18]=[CH:19][CH:20]=1)[C:15](O)=[O:16])=[O:7])([CH3:4])([CH3:3])[CH3:2].Cl.Cl.[F:27][C:28]([F:38])([F:37])[CH2:29][N:30]1[CH2:35][CH2:34][CH:33]([NH2:36])[CH2:32][CH2:31]1.C(N(CC)CC)C.F[P-](F)(F)(F)(F)F.N1(OC(N(C)C)=[N+](C)C)C2N=CC=CC=2N=N1. The catalyst class is: 18. Product: [CH:22]1([CH2:21][N:8]([C@@H:9]2[CH2:11][C@H:10]2[C:12]2[CH:20]=[CH:19][CH:18]=[C:14]([C:15](=[O:16])[NH:36][CH:33]3[CH2:34][CH2:35][N:30]([CH2:29][C:28]([F:38])([F:27])[F:37])[CH2:31][CH2:32]3)[CH:13]=2)[C:6](=[O:7])[O:5][C:1]([CH3:3])([CH3:2])[CH3:4])[CH2:23][CH2:24]1.